From a dataset of Forward reaction prediction with 1.9M reactions from USPTO patents (1976-2016). Predict the product of the given reaction. (1) Given the reactants [N+:1]([O-:4])([O-])=[O:2].[K+].[CH3:6][C:7]([NH:15][C:16](=[O:18])[CH3:17])([C:9]1[CH:14]=[CH:13][CH:12]=[CH:11][CH:10]=1)[CH3:8], predict the reaction product. The product is: [CH3:8][C:7]([NH:15][C:16](=[O:18])[CH3:17])([C:9]1[CH:10]=[CH:11][C:12]([N+:1]([O-:4])=[O:2])=[CH:13][CH:14]=1)[CH3:6]. (2) The product is: [Cl:1][C:2]1[C:11]2[C:6](=[C:7]([Cl:12])[CH:8]=[CH:9][CH:10]=2)[C:5]([O:13][CH2:14][CH3:15])=[CH:4][N:3]=1. Given the reactants [Cl:1][C:2]1[C:11]2[C:6](=[C:7]([Cl:12])[CH:8]=[CH:9][CH:10]=2)[C:5]([OH:13])=[CH:4][N:3]=1.[CH2:14]1CCN2C(=NCCC2)C[CH2:15]1.C(Cl)(C)C, predict the reaction product.